From a dataset of Forward reaction prediction with 1.9M reactions from USPTO patents (1976-2016). Predict the product of the given reaction. (1) The product is: [Br:9][C:6]1[O:5][C:4]([C:1](=[O:3])[CH:2]=[CH:17][C:15]2[O:16][C:12]([N:11]([CH3:19])[CH3:10])=[CH:13][CH:14]=2)=[CH:8][CH:7]=1. Given the reactants [C:1]([C:4]1[O:5][C:6]([Br:9])=[CH:7][CH:8]=1)(=[O:3])[CH3:2].[CH3:10][N:11]([CH3:19])[C:12]1[O:16][C:15]([CH:17]=O)=[CH:14][CH:13]=1.[OH-].[K+], predict the reaction product. (2) Given the reactants Cl[C:2]1[CH:23]=[CH:22][C:5]2[N:6]3[C:17]4[CH:18]=[CH:19][CH:20]=[CH:21][C:16]=4[N:15]=[C:7]3[C:8]3[CH:9]=[CH:10][C:11]([CH3:14])=[N:12][C:13]=3[C:4]=2[CH:3]=1.[CH:24]([C:27]1[CH:32]=[C:31]([CH:33]([CH3:35])[CH3:34])[CH:30]=[C:29]([CH:36]([CH3:38])[CH3:37])[C:28]=1B(O)O)([CH3:26])[CH3:25].O.P([O-])([O-])([O-])=O.[K+].[K+].[K+].CC(C1C=C(C(C)C)C(C2C=CC=CC=2P(C2CCCCC2)C2CCCCC2)=C(C(C)C)C=1)C, predict the reaction product. The product is: [CH3:14][C:11]1[CH:10]=[CH:9][C:8]2[C:7]3=[N:15][C:16]4[CH:21]=[CH:20][CH:19]=[CH:18][C:17]=4[N:6]3[C:5]3[CH:22]=[CH:23][C:2]([C:32]4[C:27]([CH:24]([CH3:25])[CH3:26])=[CH:28][C:29]([CH:36]([CH3:38])[CH3:37])=[CH:30][C:31]=4[CH:33]([CH3:35])[CH3:34])=[CH:3][C:4]=3[C:13]=2[N:12]=1. (3) Given the reactants [Cl:1][C:2]1[CH:7]=[CH:6][C:5]([N:8]2[C:12]([NH:13][C:14](=[O:22])OC3C=CC=CC=3)=[CH:11][C:10]([CH3:23])=[N:9]2)=[CH:4][CH:3]=1.[NH2:24][C:25]1[CH:41]=[CH:40][C:28]([O:29][C:30]2[CH:35]=[CH:34][N:33]=[C:32]3[NH:36][C:37](=[O:39])[NH:38][C:31]=23)=[CH:27][CH:26]=1, predict the reaction product. The product is: [Cl:1][C:2]1[CH:3]=[CH:4][C:5]([N:8]2[C:12]([NH:13][C:14]([NH:24][C:25]3[CH:26]=[CH:27][C:28]([O:29][C:30]4[CH:35]=[CH:34][N:33]=[C:32]5[NH:36][C:37](=[O:39])[NH:38][C:31]=45)=[CH:40][CH:41]=3)=[O:22])=[CH:11][C:10]([CH3:23])=[N:9]2)=[CH:6][CH:7]=1.